Dataset: Forward reaction prediction with 1.9M reactions from USPTO patents (1976-2016). Task: Predict the product of the given reaction. (1) Given the reactants [C:1]1([CH:7]2[CH2:11][NH:10][C:9](=O)[CH2:8]2)[CH:6]=[CH:5][CH:4]=[CH:3][CH:2]=1.[H-].[Al+3].[Li+].[H-].[H-].[H-].[C:19](O[C:19]([O:21][C:22]([CH3:25])([CH3:24])[CH3:23])=[O:20])([O:21][C:22]([CH3:25])([CH3:24])[CH3:23])=[O:20].C(O)(=O)CC(CC(O)=O)(C(O)=O)O.S([O-])(O)(=O)=O.[K+], predict the reaction product. The product is: [C:22]([O:21][C:19]([N:10]1[CH2:9][CH2:8][CH:7]([C:1]2[CH:6]=[CH:5][CH:4]=[CH:3][CH:2]=2)[CH2:11]1)=[O:20])([CH3:25])([CH3:24])[CH3:23]. (2) Given the reactants [CH2:1]([O:8][C:9]1[C:10](I)=[CH:11][C:12]2[CH2:13][C@H:14]3[N:25]([C:26]([O:28][CH2:29][C:30]4[CH:35]=[CH:34][CH:33]=[CH:32][CH:31]=4)=[O:27])[CH2:24][CH2:23][C@@:20]4([C:21]=2[CH:22]=1)[C@H:15]3[CH2:16][CH2:17][CH2:18][CH2:19]4)[C:2]1[CH:7]=[CH:6][CH:5]=[CH:4][CH:3]=1.[F:37][C:38]1[CH:44]=[CH:43][C:41]([NH2:42])=[CH:40][CH:39]=1.C(Cl)Cl.O, predict the reaction product. The product is: [CH2:1]([O:8][C:9]1[C:10]([NH:42][C:41]2[CH:43]=[CH:44][C:38]([F:37])=[CH:39][CH:40]=2)=[CH:11][C:12]2[CH2:13][C@H:14]3[N:25]([C:26]([O:28][CH2:29][C:30]4[CH:35]=[CH:34][CH:33]=[CH:32][CH:31]=4)=[O:27])[CH2:24][CH2:23][C@@:20]4([C:21]=2[CH:22]=1)[C@H:15]3[CH2:16][CH2:17][CH2:18][CH2:19]4)[C:2]1[CH:7]=[CH:6][CH:5]=[CH:4][CH:3]=1. (3) Given the reactants [N+:1]([C:4]1[CH:9]=[CH:8][C:7]([C:10]2[CH:15]=[CH:14][C:13]([C:16]([F:19])([F:18])[F:17])=[CH:12][CH:11]=2)=[CH:6][C:5]=1[CH2:20][S:21][CH2:22][C:23]([O:25][CH2:26][CH3:27])=[O:24])([O-])=O, predict the reaction product. The product is: [NH2:1][C:4]1[CH:9]=[CH:8][C:7]([C:10]2[CH:15]=[CH:14][C:13]([C:16]([F:17])([F:18])[F:19])=[CH:12][CH:11]=2)=[CH:6][C:5]=1[CH2:20][S:21][CH2:22][C:23]([O:25][CH2:26][CH3:27])=[O:24]. (4) Given the reactants Br[C:2]1[C:3]2[N:4]([N:8]=[C:9]([Cl:11])[N:10]=2)[CH:5]=[CH:6][CH:7]=1.[CH3:12][O:13][C:14]1[CH:21]=[CH:20][CH:19]=[CH:18][C:15]=1[CH2:16][NH2:17], predict the reaction product. The product is: [Cl:11][C:9]1[N:10]=[C:3]2[C:2]([NH:17][CH2:16][C:15]3[CH:18]=[CH:19][CH:20]=[CH:21][C:14]=3[O:13][CH3:12])=[CH:7][CH:6]=[CH:5][N:4]2[N:8]=1. (5) Given the reactants [NH2:1][C:2]1[S:3][C:4]2[C:12]([N:13]=1)=[CH:11][CH:10]=[C:9]1[C:5]=2[C:6](=O)[CH2:7][CH2:8]1.Cl.[NH2:16][OH:17].C([O-])(=O)C.[Na+].CCO, predict the reaction product. The product is: [NH2:1][C:2]1[S:3][C:4]2[C:12]([N:13]=1)=[CH:11][CH:10]=[C:9]1[C:5]=2[C:6](=[N:16][OH:17])[CH2:7][CH2:8]1.